This data is from Full USPTO retrosynthesis dataset with 1.9M reactions from patents (1976-2016). The task is: Predict the reactants needed to synthesize the given product. (1) Given the product [CH2:12]([C:6]1[N:7]=[C:8]2[C:3]([C:2]([NH:15][C:16]3[CH:21]=[C:20]([C:22]([F:24])([F:25])[F:23])[CH:19]=[CH:18][C:17]=3[S:26][C:27]3[CH:32]=[CH:31][C:30]([NH:33][C:34](=[O:36])[CH3:35])=[CH:29][CH:28]=3)=[CH:11][CH:10]=[N:9]2)=[CH:4][CH:5]=1)[CH2:13][CH3:14], predict the reactants needed to synthesize it. The reactants are: Cl[C:2]1[CH:11]=[CH:10][N:9]=[C:8]2[C:3]=1[CH:4]=[CH:5][C:6]([CH2:12][CH2:13][CH3:14])=[N:7]2.[NH2:15][C:16]1[CH:21]=[C:20]([C:22]([F:25])([F:24])[F:23])[CH:19]=[CH:18][C:17]=1[S:26][C:27]1[CH:32]=[CH:31][C:30]([NH:33][C:34](=[O:36])[CH3:35])=[CH:29][CH:28]=1. (2) Given the product [CH2:5]([N:12]1[CH2:17][CH2:16][CH:15]([CH2:18][C:19]([NH:3][OH:4])=[NH:20])[CH2:14][CH2:13]1)[C:6]1[CH:11]=[CH:10][CH:9]=[CH:8][CH:7]=1, predict the reactants needed to synthesize it. The reactants are: [Na].Cl.[NH2:3][OH:4].[CH2:5]([N:12]1[CH2:17][CH2:16][CH:15]([CH2:18][C:19]#[N:20])[CH2:14][CH2:13]1)[C:6]1[CH:11]=[CH:10][CH:9]=[CH:8][CH:7]=1.